Dataset: Full USPTO retrosynthesis dataset with 1.9M reactions from patents (1976-2016). Task: Predict the reactants needed to synthesize the given product. (1) Given the product [CH3:1][C:2]1[C:7]2=[N:8][CH:9]=[C:10]([C:13]3[NH:14][N:15]=[N:16][N:17]=3)[C:11](=[O:12])[N:6]2[CH:5]=[CH:4][CH:3]=1, predict the reactants needed to synthesize it. The reactants are: [CH3:1][C:2]1[C:7]2=[N:8][CH:9]=[C:10]([C:13]3[N-:14][N:15]=[N:16][N:17]=3)[C:11](=[O:12])[N:6]2[CH:5]=[CH:4][CH:3]=1.[K+].C(O)(=O)C. (2) The reactants are: Br[C:2]1[CH:7]=[CH:6][C:5]([Br:8])=[CH:4][C:3]=1[N+:9]([O-:11])=[O:10].[C:12]([O:20][CH2:21][CH3:22])(=[O:19])[CH2:13][C:14]([O:16][CH2:17][CH3:18])=[O:15]. Given the product [Br:8][C:5]1[CH:6]=[CH:7][C:2]([CH:13]([C:14]([O:16][CH2:17][CH3:18])=[O:15])[C:12]([O:20][CH2:21][CH3:22])=[O:19])=[C:3]([N+:9]([O-:11])=[O:10])[CH:4]=1, predict the reactants needed to synthesize it.